Predict which catalyst facilitates the given reaction. From a dataset of Catalyst prediction with 721,799 reactions and 888 catalyst types from USPTO. (1) Reactant: C(N(CC)CC)C.Cl[C:9]([O:11][CH3:12])=[O:10].Cl.[C:14]([NH:18][C:19]([C:21]1[CH:25]=[C:24]([C:26]2[CH:31]=[CH:30][C:29]([CH2:32][NH2:33])=[CH:28][N:27]=2)[N:23]([C:34]2[CH:35]=[N:36][CH:37]=[CH:38][CH:39]=2)[N:22]=1)=[O:20])([CH3:17])([CH3:16])[CH3:15].O. Product: [C:14]([NH:18][C:19]([C:21]1[CH:25]=[C:24]([C:26]2[N:27]=[CH:28][C:29]([CH2:32][NH:33][C:9](=[O:10])[O:11][CH3:12])=[CH:30][CH:31]=2)[N:23]([C:34]2[CH:35]=[N:36][CH:37]=[CH:38][CH:39]=2)[N:22]=1)=[O:20])([CH3:17])([CH3:15])[CH3:16]. The catalyst class is: 4. (2) Reactant: Br[C:2]1[CH:9]=[CH:8][C:5]([C:6]#[N:7])=[CH:4][CH:3]=1.C[O:11][C:12]1[CH:17]=[CH:16][N:15]=[CH:14][CH:13]=1.[CH:18]1[CH:23]=[CH:22][C:21]([CH2:24][O:25][C:26](Cl)=[O:27])=[CH:20][CH:19]=1. Product: [C:6]([C:5]1[CH:8]=[CH:9][C:2]([CH:16]2[CH2:17][C:12](=[O:11])[CH:13]=[CH:14][N:15]2[C:26]([O:25][CH2:24][C:21]2[CH:22]=[CH:23][CH:18]=[CH:19][CH:20]=2)=[O:27])=[CH:3][CH:4]=1)#[N:7]. The catalyst class is: 1. (3) Reactant: [Cl:1][C:2]1[CH:7]=[C:6]([C:8]2[N:13]=[N:12][C:11](SC)=[N:10][CH:9]=2)[CH:5]=[C:4]([Cl:16])[C:3]=1[OH:17].N/C(=N\NC(=O)C1C=C(Cl)C(O)=C(Cl)C=1)/C(OCC)=O.[CH3:38][O:39][CH:40]([O:49][CH3:50])[C:41]1[CH:46]=[CH:45][C:44]([CH2:47][OH:48])=[CH:43][CH:42]=1.CC(C)([O-])C.[K+].P([O-])([O-])([O-])=O. Product: [Cl:1][C:2]1[CH:7]=[C:6]([C:8]2[N:13]=[N:12][C:11]([O:48][CH2:47][C:44]3[CH:43]=[CH:42][C:41]([CH:40]([O:39][CH3:38])[O:49][CH3:50])=[CH:46][CH:45]=3)=[N:10][CH:9]=2)[CH:5]=[C:4]([Cl:16])[C:3]=1[OH:17]. The catalyst class is: 266. (4) Reactant: [CH3:1][C:2]1[CH:3]=[C:4]([NH:9][C:10]2[N:15]=[C:14]([N:16]3[CH:20]=[CH:19][C:18]([C:21]([F:24])([F:23])[F:22])=[N:17]3)[C:13]([C:25]3[CH:26]=[C:27]([C:33]([O:35]C)=[O:34])[C:28]([O:31][CH3:32])=[N:29][CH:30]=3)=[CH:12][N:11]=2)[CH:5]=[C:6]([CH3:8])[CH:7]=1.[OH-].[Na+]. Product: [CH3:1][C:2]1[CH:3]=[C:4]([NH:9][C:10]2[N:15]=[C:14]([N:16]3[CH:20]=[CH:19][C:18]([C:21]([F:22])([F:24])[F:23])=[N:17]3)[C:13]([C:25]3[CH:26]=[C:27]([C:33]([OH:35])=[O:34])[C:28]([O:31][CH3:32])=[N:29][CH:30]=3)=[CH:12][N:11]=2)[CH:5]=[C:6]([CH3:8])[CH:7]=1. The catalyst class is: 20. (5) Reactant: [NH:1]([CH2:3][C:4]([OH:6])=[O:5])[CH3:2].[C:7]([O:15][CH:16]([O:20][C:21](ON1C(=O)CCC1=O)=[O:22])[CH:17]([CH3:19])[CH3:18])(=[O:14])[C:8]1[CH:13]=[CH:12][CH:11]=[CH:10][CH:9]=1. Product: [CH3:2][N:1]([C:21]([O:20][CH:16]([O:15][C:7]([C:8]1[CH:13]=[CH:12][CH:11]=[CH:10][CH:9]=1)=[O:14])[CH:17]([CH3:19])[CH3:18])=[O:22])[CH2:3][C:4]([OH:6])=[O:5]. The catalyst class is: 47.